This data is from Forward reaction prediction with 1.9M reactions from USPTO patents (1976-2016). The task is: Predict the product of the given reaction. (1) Given the reactants [CH3:1][O:2][C:3]1[S:7][C:6]([CH2:8][CH2:9][C:10]2[NH:14][N:13]=[C:12]([NH2:15])[CH:11]=2)=[CH:5][CH:4]=1.Cl[C:17]1[CH:22]=[CH:21][N:20]=[C:19]([NH:23][CH2:24][C:25]2[O:29][N:28]=[C:27]([CH3:30])[CH:26]=2)[N:18]=1, predict the reaction product. The product is: [CH3:1][O:2][C:3]1[S:7][C:6]([CH2:8][CH2:9][C:10]2[NH:14][N:13]=[C:12]([NH:15][C:17]3[CH:22]=[CH:21][N:20]=[C:19]([NH:23][CH2:24][C:25]4[O:29][N:28]=[C:27]([CH3:30])[CH:26]=4)[N:18]=3)[CH:11]=2)=[CH:5][CH:4]=1. (2) The product is: [Cl:1][C:2]1[CH:3]=[C:4]([C:8]2[C:14]3[CH:15]=[CH:16][CH:17]=[CH:18][C:13]=3[NH:12][C:11](=[S:29])[CH2:10][CH:9]=2)[CH:5]=[CH:6][CH:7]=1. Given the reactants [Cl:1][C:2]1[CH:3]=[C:4]([C:8]2[C:14]3[CH:15]=[CH:16][CH:17]=[CH:18][C:13]=3[NH:12][C:11](=O)[CH2:10][CH:9]=2)[CH:5]=[CH:6][CH:7]=1.COC1C=CC(P2(=S)SP(=S)(C3C=CC(OC)=CC=3)[S:29]2)=CC=1, predict the reaction product. (3) Given the reactants [CH3:1][O:2][C:3]([C:5]1[C:6]2[CH:7]=[N:8][NH:9][C:10]=2[CH:11]=[CH:12][CH:13]=1)=[O:4].[CH2:14](Br)[C:15]1[CH:20]=[CH:19][CH:18]=[CH:17][CH:16]=1, predict the reaction product. The product is: [CH3:1][O:2][C:3]([C:5]1[C:6]2[C:10]([CH:11]=[CH:12][CH:13]=1)=[N:9][N:8]([CH2:14][C:15]1[CH:20]=[CH:19][CH:18]=[CH:17][CH:16]=1)[CH:7]=2)=[O:4]. (4) Given the reactants [F:1][C:2]1[C:7]([F:8])=[CH:6][C:5]([S:9][C:10]2[NH:11][C:12]3[CH:17]=[CH:16][N:15]=[C:14]([NH2:18])[C:13]=3[N:19]=2)=[C:4]([I:20])[CH:3]=1.Cl[CH2:22][CH2:23][CH2:24][C:25]#[CH:26].C([O-])([O-])=O.[Cs+].[Cs+].FC1C=CC(I)=C(SC2N(CCCC#C)C3C=CN=C(N)C=3N=2)C=1, predict the reaction product. The product is: [F:1][C:2]1[C:7]([F:8])=[CH:6][C:5]([S:9][C:10]2[N:11]([CH2:26][CH2:25][CH2:24][C:23]#[CH:22])[C:12]3[CH:17]=[CH:16][N:15]=[C:14]([NH2:18])[C:13]=3[N:19]=2)=[C:4]([I:20])[CH:3]=1. (5) Given the reactants [NH2:1][C:2]1[CH:3]=[C:4]([CH3:9])[CH:5]=[N:6][C:7]=1[Cl:8].[N+:10]([C:13]1[CH:21]=[CH:20][CH:19]=[CH:18][C:14]=1[C:15](Cl)=[O:16])([O-:12])=[O:11], predict the reaction product. The product is: [Cl:8][C:7]1[C:2]([NH:1][C:15](=[O:16])[C:14]2[CH:18]=[CH:19][CH:20]=[CH:21][C:13]=2[N+:10]([O-:12])=[O:11])=[CH:3][C:4]([CH3:9])=[CH:5][N:6]=1. (6) Given the reactants [C:1]([C:3]1[CH:8]=[CH:7][C:6]([NH:9][NH2:10])=[CH:5][CH:4]=1)#[N:2].[C:11]([CH2:19][C:20](=O)[CH3:21])(=O)[C:12]1[CH:17]=[CH:16][CH:15]=[CH:14][CH:13]=1.C(N(CC)CC)C, predict the reaction product. The product is: [CH3:21][C:20]1[CH:19]=[C:11]([C:12]2[CH:17]=[CH:16][CH:15]=[CH:14][CH:13]=2)[N:9]([C:6]2[CH:7]=[CH:8][C:3]([C:1]#[N:2])=[CH:4][CH:5]=2)[N:10]=1.